This data is from Reaction yield outcomes from USPTO patents with 853,638 reactions. The task is: Predict the reaction yield, written as a fraction of the theoretical maximum amount of product (1.0 means a 100% yield; for example, 0.34 means a 34% yield). (1) The product is [CH3:10][O:9][C:7](=[O:8])[C:6]1[CH:11]=[C:12]([O:14][CH2:30][CH2:29][CH2:28][CH2:27][CH2:26][CH2:25][CH2:24][CH2:23][CH2:22][CH2:21][CH2:20][CH2:19][CH2:18][CH3:17])[CH:13]=[C:4]([C:3]([O:2][CH3:1])=[O:15])[CH:5]=1. The yield is 0.602. The reactants are [CH3:1][O:2][C:3](=[O:15])[C:4]1[CH:13]=[C:12]([OH:14])[CH:11]=[C:6]([C:7]([O:9][CH3:10])=[O:8])[CH:5]=1.Br[CH2:17][CH2:18][CH2:19][CH2:20][CH2:21][CH2:22][CH2:23][CH2:24][CH2:25][CH2:26][CH2:27][CH2:28][CH2:29][CH3:30].C([O-])([O-])=O.[K+].[K+]. The catalyst is CC#N. (2) The reactants are [N+:1]([C:4]1[CH:34]=[CH:33][C:7]([O:8][CH2:9][CH2:10][O:11][CH2:12][CH2:13][O:14][CH2:15][CH2:16][O:17][CH2:18][CH2:19][O:20][CH2:21][CH2:22][O:23][CH2:24][CH2:25][O:26][CH:27]2[CH2:32][CH2:31][CH2:30][CH2:29][O:28]2)=[CH:6][CH:5]=1)([O-])=O. The catalyst is [Pd]. The product is [O:28]1[CH2:29][CH2:30][CH2:31][CH2:32][CH:27]1[O:26][CH2:25][CH2:24][O:23][CH2:22][CH2:21][O:20][CH2:19][CH2:18][O:17][CH2:16][CH2:15][O:14][CH2:13][CH2:12][O:11][CH2:10][CH2:9][O:8][C:7]1[CH:33]=[CH:34][C:4]([NH2:1])=[CH:5][CH:6]=1. The yield is 0.980. (3) The yield is 0.960. The reactants are CS([O:5][CH2:6][CH2:7][N:8]1[C:16]2[C:11](=[CH:12][CH:13]=[CH:14][CH:15]=2)[CH:10]=[CH:9]1)(=O)=O.O[C:18]1[CH:25]=[CH:24][C:21]([CH:22]=[O:23])=[CH:20][CH:19]=1.[H-].[Na+].O. The product is [N:8]1([CH2:7][CH2:6][O:5][C:18]2[CH:25]=[CH:24][C:21]([CH:22]=[O:23])=[CH:20][CH:19]=2)[C:16]2[C:11](=[CH:12][CH:13]=[CH:14][CH:15]=2)[CH:10]=[CH:9]1. The catalyst is CN(C=O)C. (4) The reactants are Cl[C:2]1[N:10]=[C:9]2[C:5]([N:6]=[C:7]([CH2:12][N:13]3[CH2:16][CH:15]([N:17]4[CH2:22][CH2:21][S:20](=[O:24])(=[O:23])[CH2:19][CH2:18]4)[CH2:14]3)[N:8]2[CH3:11])=[C:4]([N:25]2[CH2:30][CH2:29][O:28][CH2:27][CH2:26]2)[N:3]=1.[CH3:31][C:32]1[NH:33][C:34]2[CH:40]=[CH:39][CH:38]=[CH:37][C:35]=2[N:36]=1.CC(C1C=C(C(C)C)C(C2C=CC=CC=2P(C2CCCCC2)C2CCCCC2)=C(C(C)C)C=1)C.C([O-])([O-])=O.[Cs+].[Cs+]. The catalyst is O1CCOCC1.C1C=CC(/C=C/C(/C=C/C2C=CC=CC=2)=O)=CC=1.C1C=CC(/C=C/C(/C=C/C2C=CC=CC=2)=O)=CC=1.C1C=CC(/C=C/C(/C=C/C2C=CC=CC=2)=O)=CC=1.[Pd].[Pd]. The product is [CH3:31][C:32]1[N:36]([C:2]2[N:10]=[C:9]3[C:5]([N:6]=[C:7]([CH2:12][N:13]4[CH2:14][CH:15]([N:17]5[CH2:18][CH2:19][S:20](=[O:24])(=[O:23])[CH2:21][CH2:22]5)[CH2:16]4)[N:8]3[CH3:11])=[C:4]([N:25]3[CH2:26][CH2:27][O:28][CH2:29][CH2:30]3)[N:3]=2)[C:35]2[CH:37]=[CH:38][CH:39]=[CH:40][C:34]=2[N:33]=1. The yield is 0.840. (5) The reactants are C([N:8]1[CH2:12][CH2:11][C:10]([C:17]2[CH:22]=[C:21]([Cl:23])[CH:20]=[C:19]([Cl:24])[CH:18]=2)([C:13]([F:16])([F:15])[F:14])[CH2:9]1)C1C=CC=CC=1.ClC(OC(Cl)C)=O.O. The catalyst is ClCCCl.CO. The product is [Cl:23][C:21]1[CH:22]=[C:17]([C:10]2([C:13]([F:16])([F:15])[F:14])[CH2:11][CH2:12][NH:8][CH2:9]2)[CH:18]=[C:19]([Cl:24])[CH:20]=1. The yield is 0.893. (6) The reactants are Br[C:2]1[N:3]=[C:4]([NH:10][C:11]2[CH:16]=[CH:15][C:14]([CH:17]3[CH2:22][CH2:21][N:20]([CH3:23])[CH2:19][CH2:18]3)=[CH:13][CH:12]=2)[C:5](=[O:9])[N:6]([CH3:8])[CH:7]=1.[C:24]([O:27][CH2:28][C:29]1[C:34]([N:35]2[CH2:47][CH2:46][N:38]3[C:39]4[CH2:40][CH2:41][CH2:42][CH2:43][C:44]=4[CH:45]=[C:37]3[C:36]2=[O:48])=[CH:33][C:32]([F:49])=[CH:31][C:30]=1B1OC(C)(C)C(C)(C)O1)(=[O:26])[CH3:25]. No catalyst specified. The product is [C:24]([O:27][CH2:28][C:29]1[C:34]([N:35]2[CH2:47][CH2:46][N:38]3[C:39]4[CH2:40][CH2:41][CH2:42][CH2:43][C:44]=4[CH:45]=[C:37]3[C:36]2=[O:48])=[CH:33][C:32]([F:49])=[CH:31][C:30]=1[C:2]1[N:3]=[C:4]([NH:10][C:11]2[CH:16]=[CH:15][C:14]([CH:17]3[CH2:22][CH2:21][N:20]([CH3:23])[CH2:19][CH2:18]3)=[CH:13][CH:12]=2)[C:5](=[O:9])[N:6]([CH3:8])[CH:7]=1)(=[O:26])[CH3:25]. The yield is 0.410. (7) The reactants are [CH3:1][O:2][C:3]([C:6]1[N:10]([CH2:11][CH:12]2[CH2:17][CH2:16][O:15][CH2:14][CH2:13]2)[C:9]2[CH:18]=[CH:19][C:20]([N:22](C)[C:23](=O)C)=[CH:21][C:8]=2[N:7]=1)([CH3:5])[CH3:4]. The catalyst is CCO. The product is [CH3:1][O:2][C:3]([C:6]1[N:10]([CH2:11][CH:12]2[CH2:17][CH2:16][O:15][CH2:14][CH2:13]2)[C:9]2[CH:18]=[CH:19][C:20]([NH:22][CH3:23])=[CH:21][C:8]=2[N:7]=1)([CH3:5])[CH3:4]. The yield is 1.00. (8) The reactants are [NH:1]1[CH2:6][CH2:5][CH2:4][C@@H:3]([C:7]([OH:9])=[O:8])[CH2:2]1.[C:10](=O)([O:19]N1C(=O)CCC1=O)[O:11][CH2:12][C:13]1[CH:18]=[CH:17][CH:16]=[CH:15][CH:14]=1.C([O-])([O-])=O.[Na+].[Na+].O1CCOCC1. The catalyst is O. The product is [CH2:12]([O:11][C:10]([N:1]1[CH2:6][CH2:5][CH2:4][C@@H:3]([C:7]([OH:9])=[O:8])[CH2:2]1)=[O:19])[C:13]1[CH:18]=[CH:17][CH:16]=[CH:15][CH:14]=1. The yield is 1.91.